This data is from Catalyst prediction with 721,799 reactions and 888 catalyst types from USPTO. The task is: Predict which catalyst facilitates the given reaction. (1) Reactant: [CH3:1][O:2][C:3]1[CH:45]=[CH:44][C:6]([CH2:7][N:8]2[C:12]3=[N:13][CH:14]=[CH:15][C:16]([O:17][C:18]4[CH:23]=[CH:22][C:21]([N:24]([C:33]5[CH:38]=[CH:37][C:36]([F:39])=[CH:35][CH:34]=5)[C:25]([C:27]5([C:30]([NH2:32])=[O:31])[CH2:29][CH2:28]5)=[O:26])=[CH:20][C:19]=4[F:40])=[C:11]3[C:10]([CH2:41][CH2:42]O)=[N:9]2)=[CH:5][CH:4]=1.CCN(C(C)C)C(C)C.CS(Cl)(=O)=O.[CH3:60][N:61]1[CH2:66][CH2:65][NH:64][CH2:63][CH2:62]1. Product: [F:40][C:19]1[CH:20]=[C:21]([N:24]([C:33]2[CH:38]=[CH:37][C:36]([F:39])=[CH:35][CH:34]=2)[C:25]([C:27]2([C:30]([NH2:32])=[O:31])[CH2:28][CH2:29]2)=[O:26])[CH:22]=[CH:23][C:18]=1[O:17][C:16]1[CH:15]=[CH:14][N:13]=[C:12]2[N:8]([CH2:7][C:6]3[CH:5]=[CH:4][C:3]([O:2][CH3:1])=[CH:45][CH:44]=3)[N:9]=[C:10]([CH2:41][CH2:42][N:64]3[CH2:65][CH2:66][N:61]([CH3:60])[CH2:62][CH2:63]3)[C:11]=12. The catalyst class is: 22. (2) Reactant: [CH2:1]([O:5][CH2:6][CH2:7][O:8][C:9]1[CH:14]=[CH:13][C:12]([C:15]2[CH:16]=[C:17]3[O:28][CH2:27][CH2:26][N:25]4[C:18]3=[C:19]([CH:34]=2)[CH:20]=[C:21]([C:29]([O:31]CC)=[O:30])[CH2:22][CH2:23][CH2:24]4)=[CH:11][CH:10]=1)[CH2:2][CH2:3][CH3:4].[OH-].[Na+].Cl. Product: [CH2:1]([O:5][CH2:6][CH2:7][O:8][C:9]1[CH:10]=[CH:11][C:12]([C:15]2[CH:16]=[C:17]3[O:28][CH2:27][CH2:26][N:25]4[C:18]3=[C:19]([CH:34]=2)[CH:20]=[C:21]([C:29]([OH:31])=[O:30])[CH2:22][CH2:23][CH2:24]4)=[CH:13][CH:14]=1)[CH2:2][CH2:3][CH3:4]. The catalyst class is: 353. (3) Reactant: [CH2:1]([O:8][C:9]1[CH:16]=[CH:15][C:12]([CH:13]=O)=[CH:11][CH:10]=1)[C:2]1[CH:7]=[CH:6][CH:5]=[CH:4][CH:3]=1.[CH2:17]([O:19][C:20](=[O:25])[CH2:21][N:22]=[N+:23]=[N-:24])[CH3:18].CC[O-].[Na+].[NH4+].[Cl-]. Product: [CH2:17]([O:19][C:20](=[O:25])[C:21]([N:22]=[N+:23]=[N-:24])=[CH:13][C:12]1[CH:15]=[CH:16][C:9]([O:8][CH2:1][C:2]2[CH:7]=[CH:6][CH:5]=[CH:4][CH:3]=2)=[CH:10][CH:11]=1)[CH3:18]. The catalyst class is: 14. (4) Reactant: [CH3:1][N:2]([CH3:24])[C:3]1[N:23]=[C:6]2[CH:7]=[C:8]([NH:11][C:12]([C:14]3[N:18]([CH3:19])[N:17]=[CH:16][C:15]=3[C:20]([OH:22])=O)=[O:13])[CH:9]=[CH:10][N:5]2[N:4]=1.Cl.[F:26][CH:27]1[CH2:30][NH:29][CH2:28]1.CCCP(=O)=O.C(N(C(C)C)CC)(C)C. Product: [CH3:1][N:2]([CH3:24])[C:3]1[N:23]=[C:6]2[CH:7]=[C:8]([NH:11][C:12]([C:14]3[N:18]([CH3:19])[N:17]=[CH:16][C:15]=3[C:20]([N:29]3[CH2:30][CH:27]([F:26])[CH2:28]3)=[O:22])=[O:13])[CH:9]=[CH:10][N:5]2[N:4]=1. The catalyst class is: 7. (5) Reactant: [N:1]([CH2:4][C:5]1[CH:6]=[C:7]([CH:12]=[C:13]([CH2:15][F:16])[CH:14]=1)[C:8](OC)=[O:9])=[N+:2]=[N-:3].[BH4-].[Na+].CO. Product: [N:1]([CH2:4][C:5]1[CH:6]=[C:7]([CH:12]=[C:13]([CH2:15][F:16])[CH:14]=1)[CH2:8][OH:9])=[N+:2]=[N-:3]. The catalyst class is: 1. (6) The catalyst class is: 7. Product: [CH3:25][C:26]1[C:30]([NH:31][C:32]([N:15]2[CH2:16][CH2:17][N:12]([C:10]3[S:9][N:8]=[C:7]([C:1]4[CH:2]=[CH:3][CH:4]=[CH:5][CH:6]=4)[N:11]=3)[CH2:13][CH2:14]2)=[O:33])=[C:29]([CH3:34])[O:28][N:27]=1. Reactant: [C:1]1([C:7]2[N:11]=[C:10]([N:12]3[CH2:17][CH2:16][NH:15][CH2:14][CH2:13]3)[S:9][N:8]=2)[CH:6]=[CH:5][CH:4]=[CH:3][CH:2]=1.C(N(CC)CC)C.[CH3:25][C:26]1[C:30]([N:31]=[C:32]=[O:33])=[C:29]([CH3:34])[O:28][N:27]=1. (7) Reactant: [CH3:1][C:2]1[CH:7]=[C:6]([CH3:8])[N:5]2[N:9]=[C:10]([CH:12]=[CH:13][C:14]3[N:18]([CH3:19])[N:17]=[C:16]([N:20]4[CH2:24][CH2:23][CH2:22][CH2:21]4)[N:15]=3)[N:11]=[C:4]2[N:3]=1.C(Cl)Cl.CO. Product: [CH3:1][C:2]1[CH:7]=[C:6]([CH3:8])[N:5]2[N:9]=[C:10]([CH2:12][CH2:13][C:14]3[N:18]([CH3:19])[N:17]=[C:16]([N:20]4[CH2:24][CH2:23][CH2:22][CH2:21]4)[N:15]=3)[N:11]=[C:4]2[N:3]=1. The catalyst class is: 43. (8) Reactant: [S:1]1[C:5]2[NH:6][C:7]([C:9]([NH2:11])=[O:10])=[CH:8][C:4]=2[CH:3]=[CH:2]1.[H-].[Na+].[CH:14]1[CH:19]=[C:18]([S:20][S:20][C:18]2[N:17]=[CH:16][CH:15]=[CH:14][CH:19]=2)[N:17]=[CH:16][CH:15]=1. Product: [N:17]1[CH:16]=[CH:15][CH:14]=[CH:19][C:18]=1[S:20][C:8]1[C:4]2[CH:3]=[CH:2][S:1][C:5]=2[NH:6][C:7]=1[C:9]([NH2:11])=[O:10]. The catalyst class is: 35. (9) Reactant: [CH3:1][NH2:2].O.Br[CH2:5][C:6]1[CH:15]=[CH:14][C:13]2[C:8](=[CH:9][CH:10]=[CH:11][CH:12]=2)[CH:7]=1. Product: [CH3:1][NH:2][CH2:5][C:6]1[CH:15]=[CH:14][C:13]2[C:8](=[CH:9][CH:10]=[CH:11][CH:12]=2)[CH:7]=1. The catalyst class is: 1. (10) The catalyst class is: 142. Reactant: [F:1][C:2]1[CH:3]=[C:4]([NH:12][C:13](=[O:15])[O-])[CH:5]=[CH:6][C:7]=1[C:8]([F:11])([F:10])[F:9].[CH3:16][O:17][C:18]1[CH:19]=[C:20]2[C:25](=[CH:26][C:27]=1[O:28][CH3:29])[N:24]=[CH:23][N:22]=[C:21]2[S:30][C:31]1[CH:32]=[C:33]([CH:35]=[CH:36][CH:37]=1)[NH2:34].C(N(C(C)C)CC)(C)C. Product: [CH3:16][O:17][C:18]1[CH:19]=[C:20]2[C:25](=[CH:26][C:27]=1[O:28][CH3:29])[N:24]=[CH:23][N:22]=[C:21]2[S:30][C:31]1[CH:32]=[C:33]([NH:34][C:13]([NH:12][C:4]2[CH:5]=[CH:6][C:7]([C:8]([F:9])([F:10])[F:11])=[C:2]([F:1])[CH:3]=2)=[O:15])[CH:35]=[CH:36][CH:37]=1.